Dataset: Reaction yield outcomes from USPTO patents with 853,638 reactions. Task: Predict the reaction yield, written as a fraction of the theoretical maximum amount of product (1.0 means a 100% yield; for example, 0.34 means a 34% yield). (1) The reactants are [NH:1]1[CH2:6][CH2:5][CH2:4][CH2:3][CH2:2]1.[CH3:7][C:8]1[CH:15]=[CH:14][CH:13]=[CH:12][C:9]=1[CH:10]=O.C([Cl:19])(=O)C. No catalyst specified. The product is [Cl-:19].[CH3:7][C:8]1[CH:15]=[CH:14][CH:13]=[CH:12][C:9]=1[CH:10]=[N+:1]1[CH2:6][CH2:5][CH2:4][CH2:3][CH2:2]1. The yield is 0.650. (2) The reactants are [Br:1][C:2]1[CH:10]=[C:9]2[C:5]([C:6]([C:11]([NH:13][CH3:14])=[O:12])=[CH:7][NH:8]2)=[CH:4][CH:3]=1.[H-].[Na+].[F:17][C:18]([F:30])([F:29])[C:19]1[CH:20]=[C:21]([S:25](Cl)(=[O:27])=[O:26])[CH:22]=[CH:23][CH:24]=1.O. The catalyst is CN(C)C=O. The product is [Br:1][C:2]1[CH:10]=[C:9]2[C:5]([C:6]([C:11]([NH:13][CH3:14])=[O:12])=[CH:7][N:8]2[S:25]([C:21]2[CH:22]=[CH:23][CH:24]=[C:19]([C:18]([F:17])([F:29])[F:30])[CH:20]=2)(=[O:27])=[O:26])=[CH:4][CH:3]=1. The yield is 0.330. (3) The reactants are [C:1]([C:3]1[CH:8]=[CH:7][C:6]([CH:9]2[CH2:14][CH2:13][N:12]([C:15]([C:17]3[C:18]([CH3:31])=[CH:19][C:20]([CH:27]4[CH2:30][CH2:29][CH2:28]4)=[C:21]([CH:26]=3)[C:22]([NH:24][NH2:25])=[O:23])=[O:16])[CH2:11][CH2:10]2)=[CH:5][CH:4]=1)#[N:2].CS(O)(=O)=O.C(O[C:40](OCC)(OCC)[CH2:41][CH3:42])C. The catalyst is O1CCOCC1.C(OCC)(=O)C. The product is [CH:27]1([C:20]2[C:21]([C:22]3[O:23][C:40]([CH2:41][CH3:42])=[N:25][N:24]=3)=[CH:26][C:17]([C:15]([N:12]3[CH2:11][CH2:10][CH:9]([C:6]4[CH:5]=[CH:4][C:3]([C:1]#[N:2])=[CH:8][CH:7]=4)[CH2:14][CH2:13]3)=[O:16])=[C:18]([CH3:31])[CH:19]=2)[CH2:30][CH2:29][CH2:28]1. The yield is 0.790. (4) The reactants are [NH2:1][C:2]1[C:11]2[C:6](=[CH:7][CH:8]=[C:9]([O:12][CH3:13])[CH:10]=2)[N:5]=[CH:4][C:3]=1[C:14]([O:16]CC)=[O:15].[OH-].[Na+]. The catalyst is CCO. The product is [NH2:1][C:2]1[C:11]2[C:6](=[CH:7][CH:8]=[C:9]([O:12][CH3:13])[CH:10]=2)[N:5]=[CH:4][C:3]=1[C:14]([OH:16])=[O:15]. The yield is 0.930. (5) The reactants are C(O[C:6]([NH:8][CH:9]([CH3:31])[CH:10]([N:12]1[C:20]2[C:15](=[CH:16][CH:17]=[C:18]([C:21]([O:23][CH2:24][CH3:25])=[O:22])[CH:19]=2)[CH:14]=[C:13]1C(OCC)=O)[CH3:11])=[O:7])(C)(C)C.C(O)(C(F)(F)F)=O.C([O-])([O-])=O.[K+].[K+]. The catalyst is C(Cl)Cl.C(O)C. The product is [CH3:31][C@H:9]1[C@H:10]([CH3:11])[N:12]2[C:20]3[CH:19]=[C:18]([C:21]([O:23][CH2:24][CH3:25])=[O:22])[CH:17]=[CH:16][C:15]=3[CH:14]=[C:13]2[C:6](=[O:7])[NH:8]1.[CH3:31][C@H:9]1[C@@H:10]([CH3:11])[N:12]2[C:20]3[CH:19]=[C:18]([C:21]([O:23][CH2:24][CH3:25])=[O:22])[CH:17]=[CH:16][C:15]=3[CH:14]=[C:13]2[C:6](=[O:7])[NH:8]1. The yield is 0.200. (6) The reactants are Br[C:2]1[CH:8]=[C:7]([N+:9]([O-:11])=[O:10])[CH:6]=[CH:5][C:3]=1[NH2:4].[C:12]([CH:14]1[CH2:16][CH2:15]1)#[CH:13]. The catalyst is C(N(CC)CC)C.[Cu]I.Cl[Pd](Cl)([P](C1C=CC=CC=1)(C1C=CC=CC=1)C1C=CC=CC=1)[P](C1C=CC=CC=1)(C1C=CC=CC=1)C1C=CC=CC=1. The product is [CH:14]1([C:12]#[C:13][C:2]2[CH:8]=[C:7]([N+:9]([O-:11])=[O:10])[CH:6]=[CH:5][C:3]=2[NH2:4])[CH2:16][CH2:15]1. The yield is 0.230. (7) The reactants are [Si:1]([O:8][C:9]1[CH:14]=[CH:13][C:12]([C:15]2[N:16]=[CH:17][C:18]([NH2:21])=[N:19][CH:20]=2)=[CH:11][CH:10]=1)([C:4]([CH3:7])([CH3:6])[CH3:5])([CH3:3])[CH3:2].[Si:22]([O:29][C:30]1[CH:35]=[CH:34][C:33]([CH2:36][C:37](Cl)=[O:38])=[CH:32][CH:31]=1)([C:25]([CH3:28])([CH3:27])[CH3:26])([CH3:24])[CH3:23].O. The catalyst is CN(C)C1C=CN=CC=1.N1C=CC=CC=1. The product is [Si:22]([O:29][C:30]1[CH:31]=[CH:32][C:33]([CH2:36][C:37]([NH:21][C:18]2[CH:17]=[N:16][C:15]([C:12]3[CH:13]=[CH:14][C:9]([O:8][Si:1]([C:4]([CH3:7])([CH3:5])[CH3:6])([CH3:3])[CH3:2])=[CH:10][CH:11]=3)=[CH:20][N:19]=2)=[O:38])=[CH:34][CH:35]=1)([C:25]([CH3:28])([CH3:27])[CH3:26])([CH3:24])[CH3:23]. The yield is 0.748.